Task: Predict the reactants needed to synthesize the given product.. Dataset: Full USPTO retrosynthesis dataset with 1.9M reactions from patents (1976-2016) (1) Given the product [CH:18]1[C:13]([C@H:3]2[CH2:2][O:12][C:6]3[CH:7]=[C:8]([OH:11])[CH:9]=[CH:10][C:5]=3[CH2:4]2)=[CH:14][CH:15]=[C:16]([OH:19])[CH:17]=1, predict the reactants needed to synthesize it. The reactants are: O[CH2:2][C@H:3]([C:13]1[CH:18]=[CH:17][C:16]([OH:19])=[CH:15][CH:14]=1)[CH2:4][C:5]1[CH:10]=[CH:9][C:8]([OH:11])=[CH:7][C:6]=1[OH:12].C1(P(C2C=CC=CC=2)C2C=CC=CC=2)C=CC=CC=1.[OH-].[Li+]. (2) Given the product [Cl:18][C:11]1[C:12]([C:14]([F:17])([F:16])[F:15])=[CH:13][C:8]2[N:7]=[C:22]([C:23]3[CH:28]=[CH:27][CH:26]=[C:25]([C:29]4[CH:34]=[CH:33][N:32]=[CH:31][CH:30]=4)[CH:24]=3)[CH2:21][C:20](=[O:36])[NH:19][C:9]=2[CH:10]=1, predict the reactants needed to synthesize it. The reactants are: C(OC(=O)[NH:7][C:8]1[CH:13]=[C:12]([C:14]([F:17])([F:16])[F:15])[C:11]([Cl:18])=[CH:10][C:9]=1[NH:19][C:20](=[O:36])[CH2:21][C:22](=O)[C:23]1[CH:28]=[CH:27][CH:26]=[C:25]([C:29]2[CH:34]=[CH:33][N:32]=[CH:31][CH:30]=2)[CH:24]=1)(C)(C)C.C(O)(C(F)(F)F)=O. (3) Given the product [Br:21][C:11]1[S:10][C:9]([C:7]2[S:8][C:4]([CH2:1][CH2:2][CH3:3])=[CH:5][CH:6]=2)=[CH:13][CH:12]=1, predict the reactants needed to synthesize it. The reactants are: [CH2:1]([C:4]1[S:8][C:7]([C:9]2[S:10][CH:11]=[CH:12][CH:13]=2)=[CH:6][CH:5]=1)[CH2:2][CH3:3].C1C(=O)N([Br:21])C(=O)C1.C(=O)([O-])[O-].[Na+].[Na+]. (4) Given the product [C:21]([O:20][C:18]([N:10]1[C@H:11]([C:12]2[CH:17]=[CH:16][CH:15]=[CH:14][CH:13]=2)[C@H:7]([C:1]2[CH:6]=[CH:5][CH:4]=[CH:3][CH:2]=2)[N:8]=[C:9]1[NH:32][CH2:31][C:30]1[CH:33]=[CH:34][CH:35]=[C:28]([F:27])[CH:29]=1)=[O:19])([CH3:24])([CH3:23])[CH3:22], predict the reactants needed to synthesize it. The reactants are: [C:1]1([C@H:7]2[C@@H:11]([C:12]3[CH:17]=[CH:16][CH:15]=[CH:14][CH:13]=3)[N:10]([C:18]([O:20][C:21]([CH3:24])([CH3:23])[CH3:22])=[O:19])[C:9](SC)=[N:8]2)[CH:6]=[CH:5][CH:4]=[CH:3][CH:2]=1.[F:27][C:28]1[CH:29]=[C:30]([CH:33]=[CH:34][CH:35]=1)[CH2:31][NH2:32]. (5) Given the product [CH:12]1([NH:15][C:1]2([C:9]#[N:10])[CH2:7][CH2:6][CH2:5][CH2:4][CH2:3][CH2:2]2)[CH2:14][CH2:13]1, predict the reactants needed to synthesize it. The reactants are: [C:1]1(=O)[CH2:7][CH2:6][CH2:5][CH2:4][CH2:3][CH2:2]1.[C-:9]#[N:10].[K+].[CH:12]1([NH2:15])[CH2:14][CH2:13]1.C(O)(=O)C. (6) Given the product [NH2:7][C@H:8]([C:10]1[N:14]([CH:15]2[CH2:18][CH:17]([C:19]#[N:20])[CH2:16]2)[C:13]2[CH:21]=[C:22]([F:25])[CH:23]=[CH:24][C:12]=2[N:11]=1)[CH3:9], predict the reactants needed to synthesize it. The reactants are: C(OC(=O)[NH:7][C@H:8]([C:10]1[N:14]([CH:15]2[CH2:18][CH:17]([C:19]#[N:20])[CH2:16]2)[C:13]2[CH:21]=[C:22]([F:25])[CH:23]=[CH:24][C:12]=2[N:11]=1)[CH3:9])(C)(C)C.C(O)(C(F)(F)F)=O. (7) Given the product [CH3:48][O:49][C:50]([CH:52]1[CH2:56][N:55]([C:57]([O:59][CH2:60][C:61]2[CH:62]=[CH:63][CH:64]=[CH:65][CH:66]=2)=[O:58])[CH:54]2[CH2:67][CH2:68][N:69]([C:70](=[O:79])[CH:71]([NH:78][C:11](=[O:13])[CH:9]([N:8]([C:1]([O:3][C:4]([CH3:5])([CH3:6])[CH3:7])=[O:2])[CH3:14])[CH3:10])[CH:72]3[CH2:77][CH2:76][CH2:75][CH2:74][CH2:73]3)[CH:53]12)=[O:51], predict the reactants needed to synthesize it. The reactants are: [C:1]([N:8]([CH3:14])[C@H:9]([C:11]([OH:13])=O)[CH3:10])([O:3][C:4]([CH3:7])([CH3:6])[CH3:5])=[O:2].CN(C(ON1N=NC2C=CC=NC1=2)=[N+](C)C)C.F[P-](F)(F)(F)(F)F.CCN(C(C)C)C(C)C.[CH3:48][O:49][C:50]([CH:52]1[CH2:56][N:55]([C:57]([O:59][CH2:60][C:61]2[CH:66]=[CH:65][CH:64]=[CH:63][CH:62]=2)=[O:58])[CH:54]2[CH2:67][CH2:68][N:69]([C:70](=[O:79])[CH:71]([NH2:78])[CH:72]3[CH2:77][CH2:76][CH2:75][CH2:74][CH2:73]3)[CH:53]12)=[O:51].